Dataset: NCI-60 drug combinations with 297,098 pairs across 59 cell lines. Task: Regression. Given two drug SMILES strings and cell line genomic features, predict the synergy score measuring deviation from expected non-interaction effect. Drug 1: C1=CC(=CC=C1CCC2=CNC3=C2C(=O)NC(=N3)N)C(=O)NC(CCC(=O)O)C(=O)O. Drug 2: C1=CC=C(C=C1)NC(=O)CCCCCCC(=O)NO. Cell line: NCI-H226. Synergy scores: CSS=17.7, Synergy_ZIP=2.72, Synergy_Bliss=7.70, Synergy_Loewe=7.32, Synergy_HSA=8.45.